From a dataset of Full USPTO retrosynthesis dataset with 1.9M reactions from patents (1976-2016). Predict the reactants needed to synthesize the given product. (1) Given the product [C:12]([CH:14]([C:2]1[C:3]2[C:10]([CH3:11])=[CH:9][S:8][C:4]=2[N:5]=[CH:6][N:7]=1)[C:15]([O:17][CH2:18][CH3:19])=[O:16])#[N:13], predict the reactants needed to synthesize it. The reactants are: Br[C:2]1[C:3]2[C:10]([CH3:11])=[CH:9][S:8][C:4]=2[N:5]=[CH:6][N:7]=1.[C:12]([CH2:14][C:15]([O:17][CH2:18][CH3:19])=[O:16])#[N:13].C([O-])([O-])=O.[Cs+].[Cs+].N1C=CC=CC=1C(O)=O. (2) Given the product [C:25]([C@H:22]1[O:23][CH2:24][C@:19]([CH2:31][C:32]#[N:33])([N:11]2[C:12]3[CH:17]=[CH:16][NH:15][C:14](=[O:18])[C:13]=3[C:9]([NH:8][C:5]3[CH:6]=[CH:7][C:2]([Cl:1])=[CH:3][CH:4]=3)=[N:10]2)[CH2:20][CH2:21]1)(=[O:26])[CH3:34], predict the reactants needed to synthesize it. The reactants are: [Cl:1][C:2]1[CH:7]=[CH:6][C:5]([NH:8][C:9]2[C:13]3[C:14](=[O:18])[NH:15][CH:16]=[CH:17][C:12]=3[N:11]([C@@:19]3([CH2:31][C:32]#[N:33])[CH2:24][O:23][C@H:22]([C:25](N(OC)C)=[O:26])[CH2:21][CH2:20]3)[N:10]=2)=[CH:4][CH:3]=1.[CH3:34][Mg]Br. (3) Given the product [NH2:24][C:4]1[CH:3]=[C:2]([Br:1])[CH:7]=[CH:6][C:5]=1[NH:8][C:9]1[CH:10]=[C:11]([NH:20][C:21](=[O:23])[CH3:22])[CH:12]=[C:13]([N:15]2[CH:19]=[N:18][CH:17]=[N:16]2)[CH:14]=1, predict the reactants needed to synthesize it. The reactants are: [Br:1][C:2]1[CH:7]=[CH:6][C:5]([NH:8][C:9]2[CH:10]=[C:11]([NH:20][C:21](=[O:23])[CH3:22])[CH:12]=[C:13]([N:15]3[CH:19]=[N:18][CH:17]=[N:16]3)[CH:14]=2)=[C:4]([N+:24]([O-])=O)[CH:3]=1.[Cl-].[Ca+2].[Cl-]. (4) Given the product [CH3:19][C@@H:17]1[CH2:18][N:13]([C:5]2[C:6]([CH:8]3[O:12][CH2:11][CH2:10][O:9]3)=[CH:7][C:2]([CH:33]=[O:34])=[C:3]([F:22])[C:4]=2[F:21])[CH2:14][C@H:15]([CH3:20])[O:16]1, predict the reactants needed to synthesize it. The reactants are: Br[C:2]1[CH:7]=[C:6]([CH:8]2[O:12][CH2:11][CH2:10][O:9]2)[C:5]([N:13]2[CH2:18][C@H:17]([CH3:19])[O:16][C@H:15]([CH3:20])[CH2:14]2)=[C:4]([F:21])[C:3]=1[F:22].CN(C)CCN(C)C.CN(C)[CH:33]=[O:34]. (5) Given the product [CH3:28][C:29]([CH3:42])([CH3:43])[CH2:30][C@@H:31]1[NH:36][C:35](=[O:37])[C@H:34]([CH2:38][CH:39]([CH3:40])[CH3:41])[N:33]([CH2:56][C:53]2[CH:52]=[C:51]([C:48]3[CH:49]=[CH:50][C:45]([F:44])=[CH:46][CH:47]=3)[O:55][N:54]=2)[CH2:32]1, predict the reactants needed to synthesize it. The reactants are: C([C@@H]1N(CC2C=C(C3C=CC=CC=3)ON=2)C[C@H](CC(C)C)NC1=O)C(C)C.[CH3:28][C:29]([CH3:43])([CH3:42])[CH2:30][C@@H:31]1[NH:36][C:35](=[O:37])[C@H:34]([CH2:38][CH:39]([CH3:41])[CH3:40])[NH:33][CH2:32]1.[F:44][C:45]1[CH:50]=[CH:49][C:48]([C:51]2[O:55][N:54]=[C:53]([CH:56]=O)[CH:52]=2)=[CH:47][CH:46]=1. (6) Given the product [CH3:9][C:8]1([CH3:10])[C:4]([CH3:3])([CH3:24])[O:5][B:6]([C:11]2[CH:12]=[CH:13][C:14]([N:17]3[CH2:22][CH2:21][CH:20]([OH:23])[CH2:19][CH2:18]3)=[CH:15][CH:16]=2)[O:7]1, predict the reactants needed to synthesize it. The reactants are: [BH4-].[Na+].[CH3:3][C:4]1([CH3:24])[C:8]([CH3:10])([CH3:9])[O:7][B:6]([C:11]2[CH:16]=[CH:15][C:14]([N:17]3[CH2:22][CH2:21][C:20](=[O:23])[CH2:19][CH2:18]3)=[CH:13][CH:12]=2)[O:5]1. (7) Given the product [Br:36][CH2:9][C:10]1[N:15]=[C:14]([NH2:16])[N:13]=[C:12]([NH2:17])[C:11]=1[C:18]1[CH:23]=[CH:22][C:21]([NH:24][CH2:25][C:26]2[CH:31]=[CH:30][C:29]([S:32]([CH3:35])(=[O:34])=[O:33])=[CH:28][CH:27]=2)=[CH:20][CH:19]=1, predict the reactants needed to synthesize it. The reactants are: C(O[CH2:9][C:10]1[N:15]=[C:14]([NH2:16])[N:13]=[C:12]([NH2:17])[C:11]=1[C:18]1[CH:23]=[CH:22][C:21]([NH:24][CH2:25][C:26]2[CH:31]=[CH:30][C:29]([S:32]([CH3:35])(=[O:34])=[O:33])=[CH:28][CH:27]=2)=[CH:20][CH:19]=1)C1C=CC=CC=1.[BrH:36]. (8) Given the product [C:1]([O:5][C:6]([N:8]1[CH2:13][CH2:12][C:11]2[C:14]3[CH:20]=[CH:19][C:18]([S:46][C:41]4[CH:42]=[C:43]([F:45])[CH:44]=[C:39]([F:38])[CH:40]=4)=[CH:17][C:15]=3[O:16][C:10]=2[CH2:9]1)=[O:7])([CH3:4])([CH3:3])[CH3:2], predict the reactants needed to synthesize it. The reactants are: [C:1]([O:5][C:6]([N:8]1[CH2:13][CH2:12][C:11]2[C:14]3[CH:20]=[CH:19][C:18](I)=[CH:17][C:15]=3[O:16][C:10]=2[CH2:9]1)=[O:7])([CH3:4])([CH3:3])[CH3:2].CC1C=CC2C=CC3C=CC(C)=NC=3C=2N=1.[F:38][C:39]1[CH:40]=[C:41]([SH:46])[CH:42]=[C:43]([F:45])[CH:44]=1.CC(C)([O-])C.[Na+].